From a dataset of Catalyst prediction with 721,799 reactions and 888 catalyst types from USPTO. Predict which catalyst facilitates the given reaction. (1) Reactant: C1C(=O)N(O[C:9]([O:11][N:12]2[C:17](=[O:18])[CH2:16][CH2:15][C:13]2=[O:14])=[O:10])C(=O)C1.[CH3:19][O:20][C:21]1[CH:35]=[CH:34][C:24]([CH2:25][N:26]2[CH2:32][C@@H:31]([NH2:33])[CH2:30][O:29][CH2:28][CH2:27]2)=[CH:23][CH:22]=1.CCN(C(C)C)C(C)C. Product: [CH3:19][O:20][C:21]1[CH:22]=[CH:23][C:24]([CH2:25][N:26]2[CH2:32][C@@H:31]([NH:33][C:9]([O:11][N:12]3[C:13](=[O:14])[CH2:15][CH2:16][C:17]3=[O:18])=[O:10])[CH2:30][O:29][CH2:28][CH2:27]2)=[CH:34][CH:35]=1. The catalyst class is: 10. (2) Reactant: [CH2:1]([NH:3][CH:4]([CH3:13])[C:5]([C:7]1[CH:12]=[CH:11][CH:10]=[CH:9][CH:8]=1)=[O:6])[CH3:2].C([O-])(O)=O.[Na+].[CH2:19]([S:22](Cl)(=[O:24])=[O:23])[CH2:20][CH3:21]. Product: [CH2:1]([N:3]([CH:4]([CH3:13])[C:5](=[O:6])[C:7]1[CH:12]=[CH:11][CH:10]=[CH:9][CH:8]=1)[S:22]([CH2:19][CH2:20][CH3:21])(=[O:24])=[O:23])[CH3:2]. The catalyst class is: 4. (3) Product: [CH3:1][O:2][C:3]([C:5]1[S:6][C:7]([CH2:11][OH:14])=[CH:8][C:9]=1[Cl:10])=[O:4]. Reactant: [CH3:1][O:2][C:3]([C:5]1[S:6][C:7]([CH2:11]Br)=[CH:8][C:9]=1[Cl:10])=[O:4].C([O-])(O)=[O:14].[Na+]. The catalyst class is: 58. (4) Reactant: C1(C(C2C=CC=CC=2)[N:8]2[CH2:11][CH:10]([N:12]3[CH2:17][CH2:16][N:15]([C:18](=[O:22])[CH:19]([CH3:21])[CH3:20])[CH2:14][CH2:13]3)[CH2:9]2)C=CC=CC=1.[Cl:29]C(OC(Cl)C)=O.CO. Product: [ClH:29].[NH:8]1[CH2:9][CH:10]([N:12]2[CH2:17][CH2:16][N:15]([C:18](=[O:22])[CH:19]([CH3:20])[CH3:21])[CH2:14][CH2:13]2)[CH2:11]1. The catalyst class is: 2. (5) Reactant: Br[CH2:2][CH2:3][CH2:4][CH2:5][CH2:6][CH2:7][CH2:8][CH2:9][CH2:10][CH2:11][CH2:12][CH2:13][CH2:14][C:15]([OH:17])=[O:16].O.[OH-].[Na+:20].[S:21]([O-:24])([O-:23])=[O:22].[Na+].[Na+]. Product: [Na+:20].[S:21]([CH2:2][CH2:3][CH2:4][CH2:5][CH2:6][CH2:7][CH2:8][CH2:9][CH2:10][CH2:11][CH2:12][CH2:13][CH2:14][C:15]([O-:17])=[O:16])([OH:24])(=[O:23])=[O:22]. The catalyst class is: 259. (6) Reactant: O/[C:2](/[C:10]1([CH3:13])[CH2:12][CH2:11]1)=[CH:3]\[C:4](=[O:9])/[CH:5]=[CH:6]/[O:7]C.C(O)(C(F)(F)F)=O. Product: [CH3:13][C:10]1([C:2]2[O:7][CH:6]=[CH:5][C:4](=[O:9])[CH:3]=2)[CH2:11][CH2:12]1. The catalyst class is: 11. (7) Reactant: [O:1]1[C:5]2[CH:6]=[CH:7][C:8]([C:10]3([C:14]#N)[CH2:13][CH2:12][CH2:11]3)=[CH:9][C:4]=2[O:3][CH2:2]1.[OH-:16].[K+].[OH2:18].Cl. Product: [O:1]1[C:5]2[CH:6]=[CH:7][C:8]([C:10]3([C:14]([OH:18])=[O:16])[CH2:13][CH2:12][CH2:11]3)=[CH:9][C:4]=2[O:3][CH2:2]1. The catalyst class is: 196.